This data is from Forward reaction prediction with 1.9M reactions from USPTO patents (1976-2016). The task is: Predict the product of the given reaction. (1) Given the reactants C([O-])([O-])=O.[K+].[K+].[Br:7][C:8]1[CH:13]=[C:12]([OH:14])[CH:11]=[CH:10][C:9]=1[OH:15].[CH2:16](Br)[C:17]1[CH:22]=[CH:21][CH:20]=[CH:19][CH:18]=1.[Cl-].[NH4+], predict the reaction product. The product is: [CH2:16]([O:15][C:9]1[CH:10]=[CH:11][C:12]([OH:14])=[CH:13][C:8]=1[Br:7])[C:17]1[CH:22]=[CH:21][CH:20]=[CH:19][CH:18]=1. (2) Given the reactants [CH3:1][C:2]1[C:7]([N+:8]([O-])=O)=[CH:6][N:5]=[C:4]([C:11]([F:14])([F:13])[F:12])[CH:3]=1, predict the reaction product. The product is: [CH3:1][C:2]1[CH:3]=[C:4]([C:11]([F:14])([F:12])[F:13])[N:5]=[CH:6][C:7]=1[NH2:8]. (3) Given the reactants Cl.CN(C)CCCN=C=NCC.[NH2:13][C:14]1[S:15][C:16]([S:19][CH2:20][C:21]2[O:22][C:23]([C:26]([CH3:29])([CH3:28])[CH3:27])=[CH:24][N:25]=2)=[CH:17][N:18]=1.[CH3:30][CH:31]([N:33]1[CH2:38][CH2:37][CH:36]([C:39](O)=[O:40])[CH2:35][CH2:34]1)[CH3:32].CN(C)C=O, predict the reaction product. The product is: [CH3:27][C:26]([C:23]1[O:22][C:21]([CH2:20][S:19][C:16]2[S:15][C:14]([NH:13][C:39]([CH:36]3[CH2:37][CH2:38][N:33]([CH:31]([CH3:32])[CH3:30])[CH2:34][CH2:35]3)=[O:40])=[N:18][CH:17]=2)=[N:25][CH:24]=1)([CH3:29])[CH3:28]. (4) Given the reactants [ClH:1].[CH2:2]([NH:9][S:10]([C:13]1[CH:14]=[CH:15][C:16]([CH3:60])=[C:17]([C:19]2[CH:24]=[CH:23][CH:22]=[C:21]([CH2:25][C@H:26]([NH:42][C:43]([C@H:45]3[CH2:50][CH2:49][C@H:48]([CH2:51][NH:52]C(=O)OC(C)(C)C)[CH2:47][CH2:46]3)=[O:44])[C:27](=[O:41])[NH:28][C:29]3[CH:34]=[CH:33][C:32]([C:35]4[NH:39][C:38](=[O:40])[O:37][N:36]=4)=[CH:31][CH:30]=3)[CH:20]=2)[CH:18]=1)(=[O:12])=[O:11])[C:3]1[CH:8]=[CH:7][CH:6]=[CH:5][CH:4]=1.C(#N)C, predict the reaction product. The product is: [ClH:1].[NH2:52][CH2:51][C@H:48]1[CH2:47][CH2:46][C@H:45]([C:43]([NH:42][C@@H:26]([CH2:25][C:21]2[CH:20]=[C:19]([C:17]3[CH:18]=[C:13]([S:10](=[O:11])(=[O:12])[NH:9][CH2:2][C:3]4[CH:8]=[CH:7][CH:6]=[CH:5][CH:4]=4)[CH:14]=[CH:15][C:16]=3[CH3:60])[CH:24]=[CH:23][CH:22]=2)[C:27](=[O:41])[NH:28][C:29]2[CH:34]=[CH:33][C:32]([C:35]3[NH:39][C:38](=[O:40])[O:37][N:36]=3)=[CH:31][CH:30]=2)=[O:44])[CH2:50][CH2:49]1. (5) Given the reactants [CH3:1][N:2]1[C:6]([CH3:7])=[CH:5][C:4]([C:8]([OH:10])=O)=[N:3]1.CN(C)C=O.C(Cl)(=O)C(Cl)=O.[NH2:22][C:23]1[CH:24]=[C:25]([CH:42]=[CH:43][CH:44]=1)[O:26][C:27]1[CH:28]=[CH:29][C:30]2[N:31]([CH:33]=[C:34]([NH:36][C:37]([CH:39]3[CH2:41][CH2:40]3)=[O:38])[N:35]=2)[N:32]=1.C(N(CC)CC)C, predict the reaction product. The product is: [CH:39]1([C:37]([NH:36][C:34]2[N:35]=[C:30]3[CH:29]=[CH:28][C:27]([O:26][C:25]4[CH:24]=[C:23]([NH:22][C:8]([C:4]5[CH:5]=[C:6]([CH3:7])[N:2]([CH3:1])[N:3]=5)=[O:10])[CH:44]=[CH:43][CH:42]=4)=[N:32][N:31]3[CH:33]=2)=[O:38])[CH2:40][CH2:41]1. (6) Given the reactants Cl[C:2]1C=CN=C(C(NC)=O)[CH:3]=1.Cl.N[C@H:14]1[C@H:19]2[C@@H:15]1[O:16][C:17]1[CH:23]=[CH:22][C:21]([O:24][C:25]3[CH:34]=[CH:33][N:32]=[C:31]4[C:26]=3CCC(=O)N4)=[CH:20][C:18]=12.[C:36](=[O:39])([O-])[O-:37].[Cs+].[Cs+].O.[CH3:43][N:44]([CH:46]=[O:47])C, predict the reaction product. The product is: [CH3:43][NH:44][C:46]([C:31]1[CH:26]=[C:25]([O:24][C:21]2[CH:22]=[CH:23][C:17]3[O:16][C@@H:15]4[C@@H:14]([C:36]([O:37][CH2:2][CH3:3])=[O:39])[C@@H:19]4[C:18]=3[CH:20]=2)[CH:34]=[CH:33][N:32]=1)=[O:47]. (7) Given the reactants CN(C(ON1N=NC2C=CC=NC1=2)=[N+](C)C)C.F[P-](F)(F)(F)(F)F.O[CH2:26][CH2:27][CH2:28][CH2:29][CH2:30][CH2:31][CH2:32][CH2:33][CH2:34][CH2:35][CH2:36][C:37]([OH:39])=O.[NH2:40][C:41]1([C:62]([NH2:64])=[O:63])[CH2:46][CH2:45][N:44]([S:47](/[CH:50]=[CH:51]/[C:52]2[C:57]([CH3:58])=[CH:56][C:55]([NH:59][CH3:60])=[CH:54][C:53]=2[CH3:61])(=[O:49])=[O:48])[CH2:43][CH2:42]1.C(N(C(C)C)CC)(C)C.CC(C)([O-])C.[K+], predict the reaction product. The product is: [CH3:58][C:57]1[CH:56]=[C:55]([NH:59][CH3:60])[CH:54]=[C:53]([CH3:61])[C:52]=1/[CH:51]=[CH:50]/[S:47]([N:44]1[CH2:43][CH2:42][C:41]2([N:40]=[C:26]([CH2:27][CH2:28][CH2:29][CH2:30][CH2:31][CH2:32][CH2:33][CH2:34][CH2:35][CH2:36][CH2:37][OH:39])[NH:64][C:62]2=[O:63])[CH2:46][CH2:45]1)(=[O:49])=[O:48]. (8) Given the reactants [CH3:1][C:2]1[N+:3]([O-])=[C:4]([C:8]2[CH:13]=[CH:12][C:11]([CH3:14])=[CH:10][CH:9]=2)[O:5][C:6]=1[CH3:7].P(Cl)(Cl)([Cl:18])=O.[OH-].[Na+], predict the reaction product. The product is: [Cl:18][CH2:1][C:2]1[N:3]=[C:4]([C:8]2[CH:13]=[CH:12][C:11]([CH3:14])=[CH:10][CH:9]=2)[O:5][C:6]=1[CH3:7]. (9) The product is: [C:49]([OH:52])(=[O:22])[CH3:50].[OH:52][C@H:49]1[CH2:50][CH2:51][N:47]([CH2:46][CH2:45][C:43]2[N:44]=[C:40]([C:37]3[CH:38]=[CH:39][C:34]([C:27]4[CH:28]=[CH:29][C:24]([S:21]([CH3:20])(=[O:23])=[O:22])=[CH:25][CH:26]=4)=[CH:35][CH:36]=3)[O:41][C:42]=2[CH3:53])[CH2:48]1. Given the reactants C1(P(C2C=CC=CC=2)C2C=CC=CC=2)C=CC=CC=1.[CH3:20][S:21]([C:24]1[CH:29]=[CH:28][C:27](B(O)O)=[CH:26][CH:25]=1)(=[O:23])=[O:22].Br[C:34]1[CH:39]=[CH:38][C:37]([C:40]2[O:41][C:42]([CH3:53])=[C:43]([CH2:45][CH2:46][N:47]3[CH2:51][CH2:50][C@H:49]([OH:52])[CH2:48]3)[N:44]=2)=[CH:36][CH:35]=1.C(=O)([O-])[O-].[K+].[K+], predict the reaction product. (10) Given the reactants [Cl:1][C:2]1[CH:7]=[CH:6][CH:5]=[CH:4][C:3]=1[C:8]1[O:12][C:11](I)=[N:10][C:9]=1[C:14]1[N:18]([CH2:19][O:20][CH2:21][CH2:22][Si:23]([CH3:26])([CH3:25])[CH3:24])[CH:17]=[N:16][N:15]=1.[CH3:27][C:28]1[C:29](B2OC(C)(C)C(C)(C)O2)=[CH:30][C:31]([NH:34][C:35](=[O:37])[CH3:36])=[N:32][CH:33]=1.C(=O)([O-])[O-].[Cs+].[Cs+], predict the reaction product. The product is: [Cl:1][C:2]1[CH:7]=[CH:6][CH:5]=[CH:4][C:3]=1[C:8]1[O:12][C:11]([C:29]2[C:28]([CH3:27])=[CH:33][N:32]=[C:31]([NH:34][C:35](=[O:37])[CH3:36])[CH:30]=2)=[N:10][C:9]=1[C:14]1[N:18]([CH2:19][O:20][CH2:21][CH2:22][Si:23]([CH3:26])([CH3:25])[CH3:24])[CH:17]=[N:16][N:15]=1.